Regression. Given a peptide amino acid sequence and an MHC pseudo amino acid sequence, predict their binding affinity value. This is MHC class II binding data. From a dataset of Peptide-MHC class II binding affinity with 134,281 pairs from IEDB. (1) The peptide sequence is GGVVQPGRSLRLSCA. The MHC is DRB3_0101 with pseudo-sequence DRB3_0101. The binding affinity (normalized) is 0.453. (2) The MHC is HLA-DQA10301-DQB10302 with pseudo-sequence HLA-DQA10301-DQB10302. The binding affinity (normalized) is 0.585. The peptide sequence is SQDLELSANLNGLQAY.